From a dataset of Catalyst prediction with 721,799 reactions and 888 catalyst types from USPTO. Predict which catalyst facilitates the given reaction. (1) Reactant: [CH3:1][O:2][C:3]1[CH:8]=[CH:7][CH:6]=[C:5]([NH2:9])[CH:4]=1.Cl[CH2:11][CH2:12][O:13][CH2:14][CH2:15]Cl.C(N(C(C)C)CC)(C)C. Product: [CH3:1][O:2][C:3]1[CH:4]=[C:5]([N:9]2[CH2:15][CH2:14][O:13][CH2:12][CH2:11]2)[CH:6]=[CH:7][CH:8]=1. The catalyst class is: 11. (2) Reactant: [S:1]1[CH:5]=[CH:4][C:3]2[C:6](=O)[CH2:7][CH2:8][C:2]1=2.Cl.[NH2:11][OH:12]. Product: [S:1]1[CH:5]=[CH:4][C:3]2[C:6](=[N:11][OH:12])[CH2:7][CH2:8][C:2]1=2. The catalyst class is: 5.